Dataset: Reaction yield outcomes from USPTO patents with 853,638 reactions. Task: Predict the reaction yield, written as a fraction of the theoretical maximum amount of product (1.0 means a 100% yield; for example, 0.34 means a 34% yield). The reactants are [Si:1]([O:8][C:9]1([CH2:12][OH:13])[CH2:11][CH2:10]1)([C:4]([CH3:7])([CH3:6])[CH3:5])([CH3:3])[CH3:2].[F:14][C:15]1[CH:16]=[C:17]([N:22]2[C:26]([CH3:28])([CH3:27])[C:25](=[O:29])[N:24]([C:30]3[CH:37]=[CH:36][C:33]([C:34]#[N:35])=[C:32]([C:38]([F:41])([F:40])[F:39])[CH:31]=3)[C:23]2=[S:42])[CH:18]=[CH:19][C:20]=1O.N(C(N1CCCCC1)=O)=NC(N1CCCCC1)=O.C(P(CCCC)CCCC)CCC. The catalyst is CO.CC1C=CC=CC=1. The product is [Si:1]([O:8][C:9]1([CH2:12][O:13][C:20]2[CH:19]=[CH:18][C:17]([N:22]3[C:26]([CH3:27])([CH3:28])[C:25](=[O:29])[N:24]([C:30]4[CH:37]=[CH:36][C:33]([C:34]#[N:35])=[C:32]([C:38]([F:40])([F:39])[F:41])[CH:31]=4)[C:23]3=[S:42])=[CH:16][C:15]=2[F:14])[CH2:10][CH2:11]1)([C:4]([CH3:7])([CH3:6])[CH3:5])([CH3:3])[CH3:2]. The yield is 0.633.